This data is from Full USPTO retrosynthesis dataset with 1.9M reactions from patents (1976-2016). The task is: Predict the reactants needed to synthesize the given product. (1) The reactants are: Cl[S:2]([C:5]1[CH:6]=[C:7]([CH:12]=[CH:13][C:14]=1[O:15][CH:16]1[CH2:18][CH2:17]1)[C:8]([O:10][CH3:11])=[O:9])(=[O:4])=[O:3].[O:19]1[CH2:25][CH:24]([OH:26])[CH2:23][NH:22][CH2:21][CH2:20]1. Given the product [CH:16]1([O:15][C:14]2[CH:13]=[CH:12][C:7]([C:8]([O:10][CH3:11])=[O:9])=[CH:6][C:5]=2[S:2]([N:22]2[CH2:23][CH:24]([OH:26])[CH2:25][O:19][CH2:20][CH2:21]2)(=[O:4])=[O:3])[CH2:18][CH2:17]1, predict the reactants needed to synthesize it. (2) Given the product [Cl:20][C:5]1[C:6]([NH:8][C:9]2[CH:19]=[CH:18][CH:17]=[CH:16][C:10]=2[C:11]([O:13][CH2:14][CH3:15])=[O:12])=[N:7][C:2]([NH:31][C:30]2[CH:32]=[CH:33][CH:34]=[C:28]([N:25]3[CH2:24][CH2:23][N:22]([CH3:21])[CH2:27][CH2:26]3)[CH:29]=2)=[N:3][CH:4]=1, predict the reactants needed to synthesize it. The reactants are: Cl[C:2]1[N:7]=[C:6]([NH:8][C:9]2[CH:19]=[CH:18][CH:17]=[CH:16][C:10]=2[C:11]([O:13][CH2:14][CH3:15])=[O:12])[C:5]([Cl:20])=[CH:4][N:3]=1.[CH3:21][N:22]1[CH2:27][CH2:26][N:25]([C:28]2[CH:29]=[C:30]([CH:32]=[CH:33][CH:34]=2)[NH2:31])[CH2:24][CH2:23]1.Cl. (3) The reactants are: Cl.[Na+].[Cl-].[P:4]([O-:8])([O-:7])([O-:6])=[O:5].[Na+].[Na+].[Na+].[C:12]([O-:24])(=[O:23])[CH2:13][C:14]([CH2:19][C:20]([O-:22])=[O:21])([C:16]([O-:18])=[O:17])[OH:15].[Na+].[Na+].[Na+].[B:28]([O-:31])([O-:30])[O-:29].[Na+].[Na+].[Na+]. Given the product [P:4]([O-:8])([O-:7])([O-:6])=[O:5].[C:12]([O-:24])(=[O:23])[CH2:13][C:14]([CH2:19][C:20]([O-:22])=[O:21])([C:16]([O-:18])=[O:17])[OH:15].[B:28]([O-:31])([O-:30])[O-:29], predict the reactants needed to synthesize it. (4) Given the product [CH3:37][O:38][C:39]1[C:46]([O:47][CH3:48])=[C:45]([O:49][CH3:50])[CH:44]=[C:43]([CH3:51])[C:40]=1[CH:41]([C:33]1[C:28]([F:27])=[N:29][CH:30]=[C:31]([CH3:36])[C:32]=1[I:35])[OH:42], predict the reactants needed to synthesize it. The reactants are: C(NC(C)C)(C)C.FC1C(I)=CC(C)=CN=1.FC1C(I)=C([Li])C(C)=CN=1.[F:27][C:28]1[C:33]([Li])=[C:32]([I:35])[C:31]([CH3:36])=[CH:30][N:29]=1.[CH3:37][O:38][C:39]1[C:46]([O:47][CH3:48])=[C:45]([O:49][CH3:50])[CH:44]=[C:43]([CH3:51])[C:40]=1[CH:41]=[O:42]. (5) Given the product [Cl:1][C:2]1[CH:3]=[C:4]([N:14]2[C:15](=[O:20])[CH:16]=[C:17]([CH3:18])[N:29]=[C:27]2[CH2:26][O:25][C:24]2[CH:30]=[CH:31][CH:32]=[C:22]([F:21])[CH:23]=2)[CH:5]=[CH:6][C:7]=1[N:8]1[CH2:13][CH2:12][O:11][CH2:10][CH2:9]1, predict the reactants needed to synthesize it. The reactants are: [Cl:1][C:2]1[CH:3]=[C:4]([NH:14][C:15](=[O:20])[CH2:16][C:17](=O)[CH3:18])[CH:5]=[CH:6][C:7]=1[N:8]1[CH2:13][CH2:12][O:11][CH2:10][CH2:9]1.[F:21][C:22]1[CH:23]=[C:24]([CH:30]=[CH:31][CH:32]=1)[O:25][CH2:26][C:27]([NH2:29])=O.C1(C)C=CC=CC=1.[NH4+].[Cl-].